Dataset: Peptide-MHC class II binding affinity with 134,281 pairs from IEDB. Task: Regression. Given a peptide amino acid sequence and an MHC pseudo amino acid sequence, predict their binding affinity value. This is MHC class II binding data. (1) The peptide sequence is KRTYSDRGWGNGCGL. The MHC is DRB1_1101 with pseudo-sequence DRB1_1101. The binding affinity (normalized) is 0.0204. (2) The peptide sequence is LRRGLSQFTHTVKTD. The MHC is DRB1_0101 with pseudo-sequence DRB1_0101. The binding affinity (normalized) is 0.435. (3) The peptide sequence is PARLFKAFVLDSDNL. The MHC is HLA-DPA10103-DPB10301 with pseudo-sequence HLA-DPA10103-DPB10301. The binding affinity (normalized) is 0.684.